This data is from NCI-60 drug combinations with 297,098 pairs across 59 cell lines. The task is: Regression. Given two drug SMILES strings and cell line genomic features, predict the synergy score measuring deviation from expected non-interaction effect. (1) Drug 1: C1CCN(CC1)CCOC2=CC=C(C=C2)C(=O)C3=C(SC4=C3C=CC(=C4)O)C5=CC=C(C=C5)O. Drug 2: CN1C(=O)N2C=NC(=C2N=N1)C(=O)N. Cell line: IGROV1. Synergy scores: CSS=0.228, Synergy_ZIP=2.95, Synergy_Bliss=4.22, Synergy_Loewe=2.29, Synergy_HSA=1.49. (2) Drug 1: CC1C(C(=O)NC(C(=O)N2CCCC2C(=O)N(CC(=O)N(C(C(=O)O1)C(C)C)C)C)C(C)C)NC(=O)C3=C4C(=C(C=C3)C)OC5=C(C(=O)C(=C(C5=N4)C(=O)NC6C(OC(=O)C(N(C(=O)CN(C(=O)C7CCCN7C(=O)C(NC6=O)C(C)C)C)C)C(C)C)C)N)C. Drug 2: CCCCCOC(=O)NC1=NC(=O)N(C=C1F)C2C(C(C(O2)C)O)O. Cell line: RXF 393. Synergy scores: CSS=-1.28, Synergy_ZIP=0.854, Synergy_Bliss=0.663, Synergy_Loewe=-3.89, Synergy_HSA=-3.93.